The task is: Predict the reactants needed to synthesize the given product.. This data is from Full USPTO retrosynthesis dataset with 1.9M reactions from patents (1976-2016). (1) Given the product [F:1][C:2]1[C:3]2[NH:11][N:10]=[C:9]([C:31]3[CH:36]=[CH:35][N:34]=[C:33]([CH3:37])[CH:32]=3)[C:4]=2[CH:5]=[N:6][C:7]=1[NH:8][C:38]([NH:45][C@@H:49]([C:57]1[CH:56]=[CH:54][CH:53]=[CH:60][CH:59]=1)[CH3:48])=[O:39], predict the reactants needed to synthesize it. The reactants are: [F:1][C:2]1[C:3]2[N:11](C(C3C=CC=CC=3)(C3C=CC=CC=3)C3C=CC=CC=3)[N:10]=[C:9]([C:31]3[CH:36]=[CH:35][N:34]=[C:33]([CH3:37])[CH:32]=3)[C:4]=2[CH:5]=[N:6][C:7]=1[NH2:8].[C:38]([N:45]1[CH:49]=[CH:48]N=C1)(N1C=CN=C1)=[O:39].N1[CH:54]=[CH:53]N=C1.Cl[CH2:56][CH2:57]Cl.[CH3:59][CH2:60]OC(C)=O. (2) Given the product [C:21]1([C:5]2[N:4]([CH2:3][CH2:2][NH:1][S:36]([CH3:35])(=[O:38])=[O:37])[C:16]3[C:15]4[CH:14]=[CH:13][CH:12]=[CH:11][C:10]=4[N:9]=[C:8]([C:17]([F:20])([F:19])[F:18])[C:7]=3[N:6]=2)[CH:26]=[CH:25][CH:24]=[CH:23][CH:22]=1, predict the reactants needed to synthesize it. The reactants are: [NH2:1][CH2:2][CH2:3][N:4]1[C:16]2[C:15]3[CH:14]=[CH:13][CH:12]=[CH:11][C:10]=3[N:9]=[C:8]([C:17]([F:20])([F:19])[F:18])[C:7]=2[N:6]=[C:5]1[C:21]1[CH:26]=[CH:25][CH:24]=[CH:23][CH:22]=1.C(N(CC)CC)C.O.[CH3:35][S:36](Cl)(=[O:38])=[O:37]. (3) Given the product [CH3:1][O:2][C:3]([C@@H:5]1[CH2:7][C@H:6]1[C:8](=[O:10])[NH:47][CH:44]1[CH2:45][CH2:46][CH:41]([CH3:40])[CH2:42][CH2:43]1)=[O:4], predict the reactants needed to synthesize it. The reactants are: [CH3:1][O:2][C:3]([C@@H:5]1[CH2:7][C@H:6]1[C:8]([OH:10])=O)=[O:4].[B-](F)(F)(F)F.CCOC(C(C#N)=NOC(N(C)C)=[N+](C)C)=O.CN1CCOCC1.[CH3:40][C@H:41]1[CH2:46][CH2:45][C@H:44]([NH2:47])[CH2:43][CH2:42]1. (4) Given the product [CH3:1][C:2]1[CH:13]=[C:6]2[C:7]([O:9][C:10](=[O:12])[NH:11][C:5]2=[C:4]([N+:14]([O-:16])=[O:15])[CH:3]=1)=[O:8], predict the reactants needed to synthesize it. The reactants are: [CH3:1][C:2]1[CH:13]=[C:6]2[C:7]([O:9][C:10](=[O:12])[NH:11][C:5]2=[CH:4][CH:3]=1)=[O:8].[N+:14]([O-])([O-:16])=[O:15].[K+]. (5) Given the product [CH:19]1([NH:22][C:23]([NH:25][C:26]2[CH:31]=[CH:30][C:29]([C:2]3[N:3]=[C:4]([N:12]4[CH2:17][CH2:16][O:15][CH2:14][C@@H:13]4[CH3:18])[C:5]4[S:11][CH2:10][CH2:9][CH2:8][C:6]=4[N:7]=3)=[CH:28][CH:27]=2)=[O:24])[CH2:21][CH2:20]1, predict the reactants needed to synthesize it. The reactants are: Cl[C:2]1[N:3]=[C:4]([N:12]2[CH2:17][CH2:16][O:15][CH2:14][C@@H:13]2[CH3:18])[C:5]2[S:11][CH2:10][CH2:9][CH2:8][C:6]=2[N:7]=1.[CH:19]1([NH:22][C:23]([NH:25][C:26]2[CH:31]=[CH:30][C:29](B3OC(C)(C)C(C)(C)O3)=[CH:28][CH:27]=2)=[O:24])[CH2:21][CH2:20]1.C([O-])([O-])=O.[Na+].[Na+].